Task: Predict the product of the given reaction.. Dataset: Forward reaction prediction with 1.9M reactions from USPTO patents (1976-2016) (1) Given the reactants [Cl:1][C:2]1[CH:3]=[C:4]([NH:16][C:17]2[C:26]3[C:21](=[CH:22][CH:23]=[C:24]([NH:27][C:28](=[O:35])[C@@H:29]([NH2:34])[CH2:30][CH:31]([CH3:33])[CH3:32])[CH:25]=3)[N:20]=[CH:19][N:18]=2)[CH:5]=[CH:6][C:7]=1[O:8][CH2:9][C:10]1[CH:15]=[CH:14][CH:13]=[CH:12][N:11]=1.[C:36](O)(=[O:39])[CH:37]=[CH2:38].Cl.CN(C)CCCN=C=NCC.C(=O)(O)[O-].[Na+], predict the reaction product. The product is: [Cl:1][C:2]1[CH:3]=[C:4]([NH:16][C:17]2[C:26]3[C:21](=[CH:22][CH:23]=[C:24]([NH:27][C:28](=[O:35])[C@@H:29]([NH:34][C:36](=[O:39])[CH:37]=[CH2:38])[CH2:30][CH:31]([CH3:32])[CH3:33])[CH:25]=3)[N:20]=[CH:19][N:18]=2)[CH:5]=[CH:6][C:7]=1[O:8][CH2:9][C:10]1[CH:15]=[CH:14][CH:13]=[CH:12][N:11]=1. (2) Given the reactants NC[C@@H]1[C@H](C)CCCN1C(C1C=C(C)C=CC=1C1C=NN(C)C=1)=O.[F:25][C:26]1[CH:27]=[CH:28][C:29]([C:53]2[N:58]=[CH:57][CH:56]=[CH:55][N:54]=2)=[C:30]([CH:52]=1)[C:31]([N:33]1[CH2:38][CH2:37][CH2:36][C@@H:35]([CH3:39])[C@H:34]1[CH2:40][N:41]1C(=O)C2C(=CC=CC=2)C1=O)=[O:32], predict the reaction product. The product is: [NH2:41][CH2:40][C@@H:34]1[C@H:35]([CH3:39])[CH2:36][CH2:37][CH2:38][N:33]1[C:31]([C:30]1[CH:52]=[C:26]([F:25])[CH:27]=[CH:28][C:29]=1[C:53]1[N:54]=[CH:55][CH:56]=[CH:57][N:58]=1)=[O:32]. (3) Given the reactants Br[C:2]1[CH:7]=[CH:6][C:5]([C@H:8]2[CH2:10][C@@H:9]2[CH2:11][N:12]([CH2:15][CH3:16])[CH2:13][CH3:14])=[CH:4][CH:3]=1.[N:17]1[NH:18][C:19](=[O:23])[CH:20]=[CH:21][CH:22]=1, predict the reaction product. The product is: [CH2:13]([N:12]([CH2:11][C@H:9]1[CH2:10][C@@H:8]1[C:5]1[CH:6]=[CH:7][C:2]([N:18]2[C:19](=[O:23])[CH:20]=[CH:21][CH:22]=[N:17]2)=[CH:3][CH:4]=1)[CH2:15][CH3:16])[CH3:14].